Dataset: Reaction yield outcomes from USPTO patents with 853,638 reactions. Task: Predict the reaction yield, written as a fraction of the theoretical maximum amount of product (1.0 means a 100% yield; for example, 0.34 means a 34% yield). (1) The reactants are [C:1]([O:5][C:6](=[O:11])[CH2:7][C:8](=[O:10])[CH3:9])([CH3:4])([CH3:3])[CH3:2].[CH2:12]=[O:13].C(N(CC)CC)C.[O:21]1CCOC[CH2:22]1. The catalyst is O1CCCC1. The product is [C:1]([O:5][C:6](=[O:11])[C:7]([CH2:12][OH:13])([CH2:22][OH:21])[C:8](=[O:10])[CH3:9])([CH3:4])([CH3:2])[CH3:3]. The yield is 0.400. (2) The reactants are Cl.[NH2:2][C@H:3]([C:5]([N:7]1[C:13](=[O:14])[CH:12]([CH3:15])[C:11]2[CH:16]=[CH:17][CH:18]=[CH:19][C:10]=2[C:9]2[C:20]([NH2:24])=[CH:21][CH:22]=[CH:23][C:8]1=2)=[O:6])[CH3:4].N1C=CC=CC=1.[F:31][C:32]1[CH:33]=[C:34]([S:38](Cl)(=[O:40])=[O:39])[CH:35]=[CH:36][CH:37]=1. The catalyst is C1COCC1. The product is [F:31][C:32]1[CH:33]=[C:34]([S:38]([NH:2][C@H:3]([C:5]([N:7]2[C:13](=[O:14])[CH:12]([CH3:15])[C:11]3[CH:16]=[CH:17][CH:18]=[CH:19][C:10]=3[C:9]3[C:20]([NH2:24])=[CH:21][CH:22]=[CH:23][C:8]2=3)=[O:6])[CH3:4])(=[O:40])=[O:39])[CH:35]=[CH:36][CH:37]=1. The yield is 0.290. (3) The reactants are [C:1]([C:3]1[CH:4]=[C:5]([S:10]([N:13]([CH2:19][C:20]2[CH:25]=[CH:24][C:23]([O:26][CH3:27])=[CH:22][C:21]=2[O:28][CH3:29])[C:14]2[S:18][N:17]=[CH:16][N:15]=2)(=[O:12])=[O:11])[CH:6]=[CH:7][C:8]=1F)#[N:2].C(=O)([O-])[O-].[K+].[K+].[CH3:36][O:37][C:38]1[CH:43]=[CH:42][C:41]([SH:44])=[CH:40][CH:39]=1. The catalyst is CN(C)C(=O)C. The product is [C:1]([C:3]1[CH:4]=[C:5]([S:10]([N:13]([CH2:19][C:20]2[CH:25]=[CH:24][C:23]([O:26][CH3:27])=[CH:22][C:21]=2[O:28][CH3:29])[C:14]2[S:18][N:17]=[CH:16][N:15]=2)(=[O:12])=[O:11])[CH:6]=[CH:7][C:8]=1[S:44][C:41]1[CH:42]=[CH:43][C:38]([O:37][CH3:36])=[CH:39][CH:40]=1)#[N:2]. The yield is 1.00. (4) The reactants are [O:1]=[C:2]1[C:11]2[C:6](=[CH:7][CH:8]=[C:9]([C:12]([O:14][CH3:15])=[O:13])[CH:10]=2)[CH:5]=[CH:4][N:3]1[CH2:16][CH:17]=O.[N:19]1([C:24]2[CH:25]=[C:26]([CH:28]=[CH:29][CH:30]=2)[NH2:27])[CH:23]=[CH:22][CH:21]=[N:20]1.C(O)(=O)C.C([BH3-])#N.[Na+]. The catalyst is CO.O. The product is [O:1]=[C:2]1[C:11]2[C:6](=[CH:7][CH:8]=[C:9]([C:12]([O:14][CH3:15])=[O:13])[CH:10]=2)[CH:5]=[CH:4][N:3]1[CH2:16][CH2:17][NH:27][C:26]1[CH:28]=[CH:29][CH:30]=[C:24]([N:19]2[CH:23]=[CH:22][CH:21]=[N:20]2)[CH:25]=1. The yield is 0.590. (5) The reactants are [C:1]([O:5][C:6](=[O:20])[C@@H:7]([NH:12][C:13]([O:15][C:16]([CH3:19])([CH3:18])[CH3:17])=[O:14])[CH2:8][CH2:9][CH2:10][NH2:11])([CH3:4])([CH3:3])[CH3:2].[N:21]1[C:30]2[C:29](=O)[CH2:28][CH2:27][CH2:26][C:25]=2[CH:24]=[CH:23][CH:22]=1.[BH4-].[Na+]. The catalyst is CO. The product is [C:1]([O:5][C:6](=[O:20])[C@@H:7]([NH:12][C:13]([O:15][C:16]([CH3:19])([CH3:18])[CH3:17])=[O:14])[CH2:8][CH2:9][CH2:10][NH:11][CH:29]1[C:30]2[N:21]=[CH:22][CH:23]=[CH:24][C:25]=2[CH2:26][CH2:27][CH2:28]1)([CH3:4])([CH3:3])[CH3:2]. The yield is 0.540. (6) The product is [N:15]1[CH:16]=[CH:17][C:12]([C:11]2[N:4]3[CH2:5][CH2:6][CH2:7][NH:2][C:3]3=[N:8][N:9]=2)=[CH:13][CH:14]=1. The reactants are I.[NH:2]1[CH2:7][CH2:6][CH2:5][N:4]=[C:3]1[NH:8][NH2:9].Cl.[C:11](Cl)(=O)[C:12]1[CH:17]=[CH:16][N:15]=[CH:14][CH:13]=1. The yield is 0.180. The catalyst is N1C=CC=CC=1. (7) The reactants are Br[C:2]1[CH:9]=[N:8][CH:7]=[C:6]([Br:10])[C:3]=1[CH:4]=O.C(=O)([O-])[O-].[Cs+].[Cs+].C1COCC1.[SH:22][CH2:23][C:24]([O:26][CH3:27])=[O:25]. The catalyst is C(OCC)(=O)C. The product is [Br:10][C:6]1[CH:7]=[N:8][CH:9]=[C:2]2[S:22][C:23]([C:24]([O:26][CH3:27])=[O:25])=[CH:4][C:3]=12. The yield is 0.730. (8) The reactants are [N-:1]=[N+]=[N-].[Na+].[CH3:5][O:6][C:7](=[O:27])[C:8]1[CH:13]=[C:12]([C:14](=[O:16])[CH3:15])[C:11](F)=[C:10]([F:18])[C:9]=1[NH:19][C:20]1[CH:25]=[CH:24][CH:23]=[CH:22][C:21]=1[Cl:26].CC(C)=O. The catalyst is CCOC(C)=O.O. The product is [CH3:5][O:6][C:7]([C:8]1[C:9]([NH:19][C:20]2[CH:25]=[CH:24][CH:23]=[CH:22][C:21]=2[Cl:26])=[C:10]([F:18])[C:11]2=[N:1][O:16][C:14]([CH3:15])=[C:12]2[CH:13]=1)=[O:27]. The yield is 0.770.